This data is from Full USPTO retrosynthesis dataset with 1.9M reactions from patents (1976-2016). The task is: Predict the reactants needed to synthesize the given product. (1) Given the product [NH2:33][C:31]1[CH:30]=[CH:29][C:3]([O:4][C:5]2[CH:10]=[CH:9][N:8]=[C:7]3[CH:11]=[C:12]([C:14]4[CH:15]=[N:16][C:17](=[O:28])[N:18]([CH2:20][CH2:21][N:22]5[CH2:23][CH2:24][O:25][CH2:26][CH2:27]5)[CH:19]=4)[S:13][C:6]=23)=[C:2]([F:1])[CH:32]=1, predict the reactants needed to synthesize it. The reactants are: [F:1][C:2]1[CH:32]=[C:31]([N+:33]([O-])=O)[CH:30]=[CH:29][C:3]=1[O:4][C:5]1[CH:10]=[CH:9][N:8]=[C:7]2[CH:11]=[C:12]([C:14]3[CH:15]=[N:16][C:17](=[O:28])[N:18]([CH2:20][CH2:21][N:22]4[CH2:27][CH2:26][O:25][CH2:24][CH2:23]4)[CH:19]=3)[S:13][C:6]=12.[NH4+].[Cl-]. (2) Given the product [F:25][C:26]1[CH:27]=[C:28]([SH:33])[CH:29]=[CH:30][C:31]=1[F:32], predict the reactants needed to synthesize it. The reactants are: C1(P(C2C=CC=CC=2)C2C=CC=CC=2)C=CC=CC=1.CN(C=O)C.[F:25][C:26]1[CH:27]=[C:28]([S:33](Cl)(=O)=O)[CH:29]=[CH:30][C:31]=1[F:32].Cl. (3) Given the product [C:1]([C:5]1[CH:10]=[CH:9][C:8]([S:11]([NH:14][C:15]2[CH:16]=[CH:17][C:18]([CH3:22])=[C:19]([OH:21])[CH:20]=2)(=[O:13])=[O:12])=[CH:7][CH:6]=1)([CH3:4])([CH3:3])[CH3:2], predict the reactants needed to synthesize it. The reactants are: [C:1]([C:5]1[CH:10]=[CH:9][C:8]([S:11]([NH:14][C:15]2[CH:20]=[C:19]([OH:21])[C:18]([CH3:22])=[CH:17][C:16]=2C2(C3C=CC=CC=3)C3C(=CC=CC=3)NC2=O)(=[O:13])=[O:12])=[CH:7][CH:6]=1)([CH3:4])([CH3:3])[CH3:2].C(C1C=CC(S(Cl)(=O)=O)=CC=1)(C)(C)C.NC1C=CC(C)=C(O)C=1.